Dataset: Forward reaction prediction with 1.9M reactions from USPTO patents (1976-2016). Task: Predict the product of the given reaction. (1) Given the reactants [CH3:1][C:2]1[CH:10]=[CH:9][CH:8]=[C:7]([N+:11]([O-:13])=[O:12])[C:3]=1[CH:4]=NO.Cl.C=[O:16].O, predict the reaction product. The product is: [CH3:1][C:2]1[CH:10]=[CH:9][CH:8]=[C:7]([N+:11]([O-:13])=[O:12])[C:3]=1[CH:4]=[O:16]. (2) Given the reactants [Cl:1][C:2]1[N:7]=[C:6]([C:8]2[CH:9]=[N:10][N:11]([C:13]3([CH2:26][C:27]#[N:28])[CH2:18][CH2:17][N:16](C(OC(C)(C)C)=O)[CH2:15][CH2:14]3)[CH:12]=2)[CH:5]=[CH:4][N:3]=1.Cl.C(N(CC)CC)C.[CH:37]1([S:40](Cl)(=[O:42])=[O:41])[CH2:39][CH2:38]1, predict the reaction product. The product is: [Cl:1][C:2]1[N:7]=[C:6]([C:8]2[CH:9]=[N:10][N:11]([C:13]3([CH2:26][C:27]#[N:28])[CH2:14][CH2:15][N:16]([S:40]([CH:37]4[CH2:39][CH2:38]4)(=[O:42])=[O:41])[CH2:17][CH2:18]3)[CH:12]=2)[CH:5]=[CH:4][N:3]=1.